This data is from Reaction yield outcomes from USPTO patents with 853,638 reactions. The task is: Predict the reaction yield, written as a fraction of the theoretical maximum amount of product (1.0 means a 100% yield; for example, 0.34 means a 34% yield). (1) The reactants are [CH3:1][C:2]1[CH:3]=[C:4]2[C:9](=[CH:10][CH:11]=1)[NH:8][C:7](=[O:12])[CH:6]=[CH:5]2.[H-].[Na+].Br[CH2:16][CH2:17][CH2:18]Cl.C([O-])([O-])=O.[K+].[K+].[CH2:26]([CH:30]1[CH2:35][CH2:34][NH:33][CH2:32][CH2:31]1)[CH2:27][CH2:28][CH3:29]. The catalyst is CC#N.O.CCOC(C)=O.C(OCC)C.CN(C=O)C. The product is [CH2:26]([CH:30]1[CH2:35][CH2:34][N:33]([CH2:16][CH2:17][CH2:18][N:8]2[C:9]3[C:4](=[CH:3][C:2]([CH3:1])=[CH:11][CH:10]=3)[CH:5]=[CH:6][C:7]2=[O:12])[CH2:32][CH2:31]1)[CH2:27][CH2:28][CH3:29]. The yield is 0.230. (2) The reactants are [Cl-].O[NH3+:3].[C:4](=[O:7])([O-])[OH:5].[Na+].CS(C)=O.[CH2:13]([C:17]1[N:18]=[C:19]([CH3:48])[N:20]([CH2:39][CH:40]([CH:42]2[CH2:47][CH2:46][CH2:45][CH2:44][CH2:43]2)[OH:41])[C:21](=[O:38])[C:22]=1[CH2:23][C:24]1[CH:29]=[CH:28][C:27]([C:30]2[C:31]([C:36]#[N:37])=[CH:32][CH:33]=[CH:34][CH:35]=2)=[CH:26][CH:25]=1)[CH2:14][CH2:15][CH3:16]. The catalyst is C(OCC)(=O)C. The product is [CH2:13]([C:17]1[N:18]=[C:19]([CH3:48])[N:20]([CH2:39][CH:40]([CH:42]2[CH2:47][CH2:46][CH2:45][CH2:44][CH2:43]2)[OH:41])[C:21](=[O:38])[C:22]=1[CH2:23][C:24]1[CH:29]=[CH:28][C:27]([C:30]2[CH:35]=[CH:34][CH:33]=[CH:32][C:31]=2[C:36]2[NH:3][C:4](=[O:7])[O:5][N:37]=2)=[CH:26][CH:25]=1)[CH2:14][CH2:15][CH3:16]. The yield is 0.260. (3) The reactants are [C:1]12([C:11]3[CH:21]=[CH:20][C:14]([O:15][CH2:16][C:17](O)=[O:18])=[CH:13][CH:12]=3)[CH2:10][CH:5]3[CH2:6][CH:7]([CH2:9][CH:3]([CH2:4]3)[CH2:2]1)[CH2:8]2.[NH2:22][C:23]1[CH:24]=[C:25]([OH:29])[CH:26]=[CH:27][CH:28]=1.C1CN([P+](ON2N=NC3C=CC=CC2=3)(N2CCCC2)N2CCCC2)CC1.F[P-](F)(F)(F)(F)F.C(N(CC)C(C)C)(C)C. The catalyst is CN(C=O)C. The product is [C:1]12([C:11]3[CH:21]=[CH:20][C:14]([O:15][CH2:16][C:17]([NH:22][C:23]4[CH:28]=[CH:27][CH:26]=[C:25]([OH:29])[CH:24]=4)=[O:18])=[CH:13][CH:12]=3)[CH2:2][CH:3]3[CH2:9][CH:7]([CH2:6][CH:5]([CH2:4]3)[CH2:10]1)[CH2:8]2. The yield is 0.597. (4) The reactants are I[CH2:2][C:3]1([C:12]([O:14][CH2:15][CH3:16])=[O:13])[CH2:8][CH2:7][N:6]([C:9]([O-:11])=[O:10])[CH2:5][CH2:4]1.[CH2:17]([O:21][C:22]1[CH:27]=[CH:26][C:25]([SH:28])=[CH:24][CH:23]=1)[C:18]#[C:19][CH3:20].C([O-])([O-])=O.[K+].[K+]. The catalyst is CN(C=O)C.CCOC(C)=O. The product is [CH2:17]([O:21][C:22]1[CH:23]=[CH:24][C:25]([S:28][CH2:2][C:3]2([C:12]([O:14][CH2:15][CH3:16])=[O:13])[CH2:8][CH2:7][N:6]([C:9]([O:11][C:3]([CH3:8])([CH3:4])[CH3:2])=[O:10])[CH2:5][CH2:4]2)=[CH:26][CH:27]=1)[C:18]#[C:19][CH3:20]. The yield is 0.990. (5) The reactants are [F:1][C:2]([F:11])([F:10])[C:3]1[C:4]([NH2:9])=[N:5][CH:6]=[CH:7][CH:8]=1.Br[CH2:13][C:14](=O)[C:15]([CH3:18])([CH3:17])[CH3:16].C(=O)(O)[O-].[Na+]. The catalyst is C(O)C. The product is [C:15]([C:14]1[N:9]=[C:4]2[C:3]([C:2]([F:1])([F:10])[F:11])=[CH:8][CH:7]=[CH:6][N:5]2[CH:13]=1)([CH3:18])([CH3:17])[CH3:16]. The yield is 0.260. (6) The reactants are [CH2:1]([Mg]Br)[CH3:2].CON(C)[C:8](=[O:19])[CH2:9][CH2:10][C:11]1[CH:16]=[CH:15][C:14]([O:17][CH3:18])=[CH:13][CH:12]=1. The catalyst is C1COCC1. The product is [CH3:18][O:17][C:14]1[CH:15]=[CH:16][C:11]([CH2:10][CH2:9][C:8](=[O:19])[CH2:1][CH3:2])=[CH:12][CH:13]=1. The yield is 0.500.